This data is from Forward reaction prediction with 1.9M reactions from USPTO patents (1976-2016). The task is: Predict the product of the given reaction. Given the reactants [CH3:1][O:2][C:3]([C:5]1[N:6]=[C:7]([CH2:16][CH:17]2[CH2:21][CH2:20][CH2:19][CH2:18]2)[C:8]2[C:13]([CH:14]=1)=[CH:12][CH:11]=[C:10]([OH:15])[CH:9]=2)=[O:4].[S:22](O[S:22]([C:25]([F:28])([F:27])[F:26])(=[O:24])=[O:23])([C:25]([F:28])([F:27])[F:26])(=[O:24])=[O:23].C(N(CC)CC)C, predict the reaction product. The product is: [CH3:1][O:2][C:3]([C:5]1[N:6]=[C:7]([CH2:16][CH:17]2[CH2:21][CH2:20][CH2:19][CH2:18]2)[C:8]2[C:13]([CH:14]=1)=[CH:12][CH:11]=[C:10]([O:15][S:22]([C:25]([F:28])([F:27])[F:26])(=[O:24])=[O:23])[CH:9]=2)=[O:4].